Dataset: Forward reaction prediction with 1.9M reactions from USPTO patents (1976-2016). Task: Predict the product of the given reaction. (1) Given the reactants [CH2:1]([OH:23])[C@H:2]1[O:7][C@H:6]([O:8][C@H:9]2[O:14][C@H:13]([CH2:15][OH:16])[C@@H:12]([OH:17])[C@H:11]([OH:18])[C@H:10]2[OH:19])[C@H:5]([OH:20])[C@@H:4]([OH:21])[C@@H:3]1[OH:22].[P:24]([O-:28])([O-:27])([O-:26])=[O:25].[Na+].[Na+].[Na+], predict the reaction product. The product is: [CH2:15]([OH:16])[C@H:13]1[O:14][C@H:9]([O:8][C@H:6]2[O:7][C@H:2]([CH2:1][OH:23])[C@@H:3]([OH:22])[C@H:4]([OH:21])[C@H:5]2[OH:20])[C@H:10]([OH:19])[C@@H:11]([OH:18])[C@@H:12]1[OH:17].[P:24]([O-:28])([O-:27])([O-:26])=[O:25]. (2) Given the reactants [F:1][C:2]1[CH:7]=[CH:6][C:5]([C:8]#[C:9][CH2:10][O:11][CH:12]2[CH2:17][CH2:16][CH2:15][CH2:14][O:13]2)=[CH:4][C:3]=1[CH3:18], predict the reaction product. The product is: [F:1][C:2]1[CH:7]=[CH:6][C:5]([CH2:8][CH2:9][CH2:10][O:11][CH:12]2[CH2:17][CH2:16][CH2:15][CH2:14][O:13]2)=[CH:4][C:3]=1[CH3:18]. (3) Given the reactants Br[C:2]1[CH:25]=[CH:24][C:5]([C:6]([N:8]([CH2:13][C:14]2[CH:23]=[CH:22][C:17]([C:18]([O:20][CH3:21])=[O:19])=[CH:16][CH:15]=2)[CH2:9][CH:10]2[CH2:12][CH2:11]2)=[O:7])=[CH:4][CH:3]=1.[F:26][C:27]1[CH:32]=[CH:31][CH:30]=[C:29]([O:33][CH3:34])[C:28]=1[OH:35], predict the reaction product. The product is: [CH:10]1([CH2:9][N:8]([CH2:13][C:14]2[CH:23]=[CH:22][C:17]([C:18]([O:20][CH3:21])=[O:19])=[CH:16][CH:15]=2)[C:6](=[O:7])[C:5]2[CH:24]=[CH:25][C:2]([O:35][C:28]3[C:29]([O:33][CH3:34])=[CH:30][CH:31]=[CH:32][C:27]=3[F:26])=[CH:3][CH:4]=2)[CH2:12][CH2:11]1. (4) Given the reactants [CH2:1]([O:8][CH2:9][N:10]1[C:15](=[O:16])[C:14]([Br:17])=[N:13][N:12](CC(F)(F)C2C=CC=CC=2)[C:11]1=[O:28])[C:2]1[CH:7]=[CH:6][CH:5]=[CH:4][CH:3]=1.[F:29][C:30]1[CH:31]=[C:32]([CH2:37][CH2:38]O)[CH:33]=[C:34]([F:36])[CH:35]=1, predict the reaction product. The product is: [CH2:1]([O:8][CH2:9][N:10]1[C:15](=[O:16])[C:14]([Br:17])=[N:13][N:12]([CH2:38][CH2:37][C:32]2[CH:33]=[C:34]([F:36])[CH:35]=[C:30]([F:29])[CH:31]=2)[C:11]1=[O:28])[C:2]1[CH:7]=[CH:6][CH:5]=[CH:4][CH:3]=1. (5) The product is: [F:16][C:17]1[C:18]([N+:25]([O-:27])=[O:26])=[C:19]([CH:20]=[C:21]([F:23])[CH:22]=1)[NH:4][C:3]1[CH:5]=[CH:6][C:7]([I:9])=[CH:8][C:2]=1[F:1]. Given the reactants [F:1][C:2]1[CH:8]=[C:7]([I:9])[CH:6]=[CH:5][C:3]=1[NH2:4].CC(C)([O-])C.[K+].[F:16][C:17]1[CH:22]=[C:21]([F:23])[CH:20]=[C:19](F)[C:18]=1[N+:25]([O-:27])=[O:26], predict the reaction product.